Dataset: Reaction yield outcomes from USPTO patents with 853,638 reactions. Task: Predict the reaction yield, written as a fraction of the theoretical maximum amount of product (1.0 means a 100% yield; for example, 0.34 means a 34% yield). (1) The reactants are [Br:1][C:2]1[CH:3]=[C:4]([CH:21]=[C:22]([C:24]([F:27])([F:26])[F:25])[CH:23]=1)[C:5]([N:7]([CH2:9][C@H:10]([C:14]1[CH:19]=[CH:18][C:17]([F:20])=[CH:16][CH:15]=1)[CH2:11][CH:12]=C)[CH3:8])=[O:6].C[N+]1([O-])CC[O:32]CC1.OS([O-])=O.[Na+]. The catalyst is CC(C)=O.O.O=[Os](=O)(=O)=O. The product is [Br:1][C:2]1[CH:3]=[C:4]([CH:21]=[C:22]([C:24]([F:27])([F:26])[F:25])[CH:23]=1)[C:5]([N:7]([CH2:9][C@H:10]([C:14]1[CH:19]=[CH:18][C:17]([F:20])=[CH:16][CH:15]=1)[CH2:11][CH:12]=[O:32])[CH3:8])=[O:6]. The yield is 0.900. (2) The reactants are [Br:1][C:2]1[S:6][C:5]([C:7](/[C:9](=[CH:14]/[C:15]2[CH:20]=[CH:19][C:18]([Cl:21])=[CH:17][CH:16]=2)/[C:10]([O:12][CH3:13])=[O:11])=[O:8])=[CH:4][CH:3]=1.ClCCCl.[Cl-].[Cl-].[Cl-].[Al+3]. No catalyst specified. The product is [Br:1][C:2]1[S:6][C:5]2[C:7](=[O:8])[C@@H:9]([C:10]([O:12][CH3:13])=[O:11])[C@H:14]([C:15]3[CH:16]=[CH:17][C:18]([Cl:21])=[CH:19][CH:20]=3)[C:4]=2[CH:3]=1. The yield is 0.600.